This data is from Catalyst prediction with 721,799 reactions and 888 catalyst types from USPTO. The task is: Predict which catalyst facilitates the given reaction. (1) Product: [CH3:33][C@@H:30]1[O:29][C:28]([C:25]2[NH:24][C:23]([C:21]3[CH:22]=[C:6]([CH:7]=[C:8]([O:9][C:10]4[CH:15]=[N:14][C:13]([S:16]([CH3:19])(=[O:17])=[O:18])=[CH:12][CH:11]=4)[CH:20]=3)[O:5][C@@H:4]([CH3:34])[CH2:3][OH:2])=[CH:27][CH:26]=2)=[N:32][CH2:31]1. Reactant: C[O:2][CH2:3][C@H:4]([CH3:34])[O:5][C:6]1[CH:7]=[C:8]([CH:20]=[C:21]([C:23]2[NH:24][C:25]([C:28]3[O:29][C@@H:30]([CH3:33])[CH2:31][N:32]=3)=[CH:26][CH:27]=2)[CH:22]=1)[O:9][C:10]1[CH:11]=[CH:12][C:13]([S:16]([CH3:19])(=[O:18])=[O:17])=[N:14][CH:15]=1.B(Br)(Br)Br.[Cl-].[NH4+]. The catalyst class is: 2. (2) Reactant: [H-].[Na+].[CH2:3]([O:5][C:6]([C:8]1[CH:12]=[C:11]([C:13]([CH3:16])([CH3:15])[CH3:14])[NH:10][N:9]=1)=[O:7])[CH3:4].[CH2:17](Br)[CH3:18]. Product: [CH2:3]([O:5][C:6]([C:8]1[N:9]([CH2:17][CH3:18])[N:10]=[C:11]([C:13]([CH3:15])([CH3:14])[CH3:16])[CH:12]=1)=[O:7])[CH3:4]. The catalyst class is: 35.